From a dataset of Peptide-MHC class I binding affinity with 185,985 pairs from IEDB/IMGT. Regression. Given a peptide amino acid sequence and an MHC pseudo amino acid sequence, predict their binding affinity value. This is MHC class I binding data. (1) The peptide sequence is RTMGWTEYQ. The MHC is HLA-A26:01 with pseudo-sequence HLA-A26:01. The binding affinity (normalized) is 0.0847. (2) The peptide sequence is FMQALQLLL. The MHC is HLA-A02:03 with pseudo-sequence HLA-A02:03. The binding affinity (normalized) is 0.636. (3) The peptide sequence is ISWMMKLGI. The MHC is HLA-B15:01 with pseudo-sequence HLA-B15:01. The binding affinity (normalized) is 0.417. (4) The peptide sequence is LMMRTTWAL. The MHC is H-2-Db with pseudo-sequence H-2-Db. The binding affinity (normalized) is 0.414. (5) The peptide sequence is LLDEGKQSL. The MHC is HLA-A02:06 with pseudo-sequence HLA-A02:06. The binding affinity (normalized) is 1.00.